From a dataset of Forward reaction prediction with 1.9M reactions from USPTO patents (1976-2016). Predict the product of the given reaction. (1) Given the reactants Cl.[S:2]([N:6]1[CH2:11][CH2:10][NH:9][CH2:8][CH2:7]1)([CH3:5])(=[O:4])=[O:3].Cl[C:13]1[CH:22]=[CH:21][C:16]([C:17]([O:19][CH3:20])=[O:18])=[CH:15][N:14]=1.C(N(CC)C(C)C)(C)C, predict the reaction product. The product is: [S:2]([N:6]1[CH2:11][CH2:10][N:9]([C:13]2[CH:22]=[CH:21][C:16]([C:17]([O:19][CH3:20])=[O:18])=[CH:15][N:14]=2)[CH2:8][CH2:7]1)([CH3:5])(=[O:4])=[O:3]. (2) The product is: [CH2:4]([O:6][C:7](=[O:22])[CH2:8][C:9]1[C:18]2[C:13](=[CH:14][C:15]([CH2:19][N:2]([CH3:3])[CH3:1])=[CH:16][CH:17]=2)[CH:12]=[CH:11][C:10]=1[Cl:21])[CH3:5]. Given the reactants [CH3:1][NH:2][CH3:3].[CH2:4]([O:6][C:7](=[O:22])[CH2:8][C:9]1[C:18]2[C:13](=[CH:14][C:15]([CH:19]=O)=[CH:16][CH:17]=2)[CH:12]=[CH:11][C:10]=1[Cl:21])[CH3:5].C([BH3-])#N.[Na+].C(O)(=O)C, predict the reaction product. (3) Given the reactants Cl.[Cl:2][C:3]1[C:4]([CH2:9][NH2:10])=[N:5][CH:6]=[CH:7][N:8]=1.CCN=C=NCCCN(C)C.Cl.C(N(CC)C(C)C)(C)C.ON1C2C=CC=CC=2N=N1.[CH2:42]([O:49][C:50]([NH:52][CH2:53][C@H:54]1[CH2:59][CH2:58][C@H:57]([C:60](O)=[O:61])[CH2:56][CH2:55]1)=[O:51])[C:43]1[CH:48]=[CH:47][CH:46]=[CH:45][CH:44]=1, predict the reaction product. The product is: [CH2:42]([O:49][C:50](=[O:51])[NH:52][CH2:53][C@H:54]1[CH2:59][CH2:58][C@H:57]([C:60](=[O:61])[NH:10][CH2:9][C:4]2[C:3]([Cl:2])=[N:8][CH:7]=[CH:6][N:5]=2)[CH2:56][CH2:55]1)[C:43]1[CH:48]=[CH:47][CH:46]=[CH:45][CH:44]=1. (4) Given the reactants [CH2:1]([O:3][C:4]([C:6]1[NH:7][C:8]2[C:13]([CH:14]=1)=[CH:12][CH:11]=[C:10]([Br:15])[C:9]=2[CH3:16])=[O:5])[CH3:2].[C:17]([O:21][C:22]([N:24]1[CH2:28][C@H:27]([CH3:29])OS1(=O)=O)=[O:23])([CH3:20])([CH3:19])[CH3:18], predict the reaction product. The product is: [CH2:1]([O:3][C:4]([C:6]1[N:7]([C@H:27]([CH3:29])[CH2:28][NH:24][C:22]([O:21][C:17]([CH3:20])([CH3:19])[CH3:18])=[O:23])[C:8]2[C:13]([CH:14]=1)=[CH:12][CH:11]=[C:10]([Br:15])[C:9]=2[CH3:16])=[O:5])[CH3:2]. (5) Given the reactants [CH3:1][O:2][C:3](=[O:17])[CH2:4][O:5][C:6]1[CH:15]=[CH:14][C:13]([SH:16])=[C:12]2[C:7]=1[CH2:8][CH2:9][CH2:10][O:11]2.[Cl:18][C:19]1[CH:24]=[CH:23][C:22]([Cl:25])=[CH:21][C:20]=1[CH2:26][O:27][C:28]1[CH:33]=[CH:32][C:31]([CH2:34]Cl)=[CH:30][CH:29]=1, predict the reaction product. The product is: [CH3:1][O:2][C:3](=[O:17])[CH2:4][O:5][C:6]1[CH:15]=[CH:14][C:13]([S:16][CH2:34][C:31]2[CH:30]=[CH:29][C:28]([O:27][CH2:26][C:20]3[CH:21]=[C:22]([Cl:25])[CH:23]=[CH:24][C:19]=3[Cl:18])=[CH:33][CH:32]=2)=[C:12]2[C:7]=1[CH2:8][CH2:9][CH2:10][O:11]2. (6) Given the reactants [CH:1]([C:4]1[N:5]=[C:6]([SH:13])[NH:7][C:8](=[O:12])[C:9]=1[C:10]#[N:11])([CH3:3])[CH3:2].C([O-])([O-])=O.[K+].[K+].Cl[CH2:21][C:22]1[CH:27]=[C:26]([CH3:28])[CH:25]=[CH:24][C:23]=1[CH3:29], predict the reaction product. The product is: [CH3:29][C:23]1[CH:24]=[CH:25][C:26]([CH3:28])=[CH:27][C:22]=1[CH2:21][S:13][C:6]1[NH:7][C:8](=[O:12])[C:9]([C:10]#[N:11])=[C:4]([CH:1]([CH3:3])[CH3:2])[N:5]=1. (7) Given the reactants [CH3:1][N:2]1[CH:7]=[C:6](B2OC(C)(C)C(C)(C)O2)[CH:5]=[C:4]([NH:17][C:18]2[S:19][C:20]([CH3:23])=[CH:21][N:22]=2)[C:3]1=[O:24].[C:25]([C:29]1[CH:30]=[C:31]2[C:36](=[C:37]([F:39])[CH:38]=1)[C:35](=[O:40])[N:34]([C:41]1[N:48]=[CH:47][CH:46]=[C:45](Cl)[C:42]=1[CH:43]=[O:44])[N:33]=[CH:32]2)([CH3:28])([CH3:27])[CH3:26].[O-]P([O-])([O-])=O.[K+].[K+].[K+].C([O-])(=O)C.[Na+], predict the reaction product. The product is: [C:25]([C:29]1[CH:30]=[C:31]2[C:36](=[C:37]([F:39])[CH:38]=1)[C:35](=[O:40])[N:34]([C:41]1[N:48]=[CH:47][CH:46]=[C:45]([C:6]3[CH:5]=[C:4]([NH:17][C:18]4[S:19][C:20]([CH3:23])=[CH:21][N:22]=4)[C:3](=[O:24])[N:2]([CH3:1])[CH:7]=3)[C:42]=1[CH:43]=[O:44])[N:33]=[CH:32]2)([CH3:28])([CH3:26])[CH3:27]. (8) Given the reactants Br[C:2]1[CH:7]=[CH:6][C:5]([C:8]([N:10]2[CH2:15][CH2:14][N:13]([C:16]3[C:21]([CH3:22])=[CH:20][C:19]([CH2:23][CH3:24])=[CH:18][N:17]=3)[CH2:12][CH2:11]2)=[O:9])=[C:4]([F:25])[CH:3]=1.[S:26]1(=[O:32])(=[O:31])[CH2:30][CH2:29][CH2:28][NH:27]1, predict the reaction product. The product is: [O:31]=[S:26]1(=[O:32])[CH2:30][CH2:29][CH2:28][N:27]1[C:2]1[CH:7]=[CH:6][C:5]([C:8]([N:10]2[CH2:15][CH2:14][N:13]([C:16]3[C:21]([CH3:22])=[CH:20][C:19]([CH2:23][CH3:24])=[CH:18][N:17]=3)[CH2:12][CH2:11]2)=[O:9])=[C:4]([F:25])[CH:3]=1. (9) Given the reactants O1CCCC1.C([O:8][C:9](=O)[C:10]1[CH:15]=[CH:14][C:13]([CH2:16][CH2:17][CH:18]2[CH2:22][CH2:21][CH2:20][O:19]2)=[CH:12][C:11]=1CC)C.[H-].C([Al+]CC(C)C)C(C)C.C(C(C(C([O-])=O)O)O)([O-])=O.[Na+].[K+], predict the reaction product. The product is: [O:19]1[CH2:20][CH2:21][CH2:22][CH:18]1[CH2:17][CH2:16][C:13]1[CH:12]=[CH:11][C:10]([CH2:9][OH:8])=[CH:15][CH:14]=1. (10) The product is: [NH2:37][CH:38]1[CH2:43][CH2:42][N:41]([C:16]2[N:15]=[C:14]([C:12]([NH:11][CH2:10][C:3]3[C:4](=[O:9])[NH:5][C:6]([CH3:8])=[CH:7][C:2]=3[CH3:1])=[O:13])[C:19]([CH3:20])=[C:18]([C:21]3[N:25]([CH3:26])[N:24]=[CH:23][CH:22]=3)[N:17]=2)[CH2:40][CH2:39]1. Given the reactants [CH3:1][C:2]1[CH:7]=[C:6]([CH3:8])[NH:5][C:4](=[O:9])[C:3]=1[CH2:10][NH:11][C:12]([C:14]1[C:19]([CH3:20])=[C:18]([C:21]2[N:25]([CH3:26])[N:24]=[CH:23][CH:22]=2)[N:17]=[C:16](S(C)=O)[N:15]=1)=[O:13].C(OC([NH:37][CH:38]1[CH2:43][CH2:42][NH:41][CH2:40][CH2:39]1)=O)(C)(C)C.C(N(CC)CC)C, predict the reaction product.